Dataset: Full USPTO retrosynthesis dataset with 1.9M reactions from patents (1976-2016). Task: Predict the reactants needed to synthesize the given product. (1) Given the product [Cl:1][C:2]1[N:7]=[C:6]([C:8]2[S:12][C:11]([N:13]3[CH2:18][CH2:17][N:16]([S:39]([CH3:38])(=[O:41])=[O:40])[CH2:15][CH2:14]3)=[N:10][C:9]=2[C:19]2[C:20]([F:37])=[C:21]([NH:25][S:26]([C:29]3[C:30]([F:36])=[CH:31][CH:32]=[CH:33][C:34]=3[F:35])(=[O:28])=[O:27])[CH:22]=[CH:23][CH:24]=2)[CH:5]=[CH:4][N:3]=1, predict the reactants needed to synthesize it. The reactants are: [Cl:1][C:2]1[N:7]=[C:6]([C:8]2[S:12][C:11]([N:13]3[CH2:18][CH2:17][NH:16][CH2:15][CH2:14]3)=[N:10][C:9]=2[C:19]2[C:20]([F:37])=[C:21]([NH:25][S:26]([C:29]3[C:34]([F:35])=[CH:33][CH:32]=[CH:31][C:30]=3[F:36])(=[O:28])=[O:27])[CH:22]=[CH:23][CH:24]=2)[CH:5]=[CH:4][N:3]=1.[CH3:38][S:39](Cl)(=[O:41])=[O:40]. (2) Given the product [F:31][C:32]1[CH:37]=[C:36]([F:38])[CH:35]=[CH:34][C:33]=1[C:2]1[C:3]2[N:11]([CH3:12])[C:10](=[O:13])[C:9]([C:14]([OH:16])=[O:15])=[CH:8][C:4]=2[CH:5]=[N:6][N:7]=1, predict the reactants needed to synthesize it. The reactants are: Cl[C:2]1[C:3]2[N:11]([CH3:12])[C:10](=[O:13])[C:9]([C:14]([O:16]CC)=[O:15])=[CH:8][C:4]=2[CH:5]=[N:6][N:7]=1.O1CCOCC1.C([O-])([O-])=O.[Na+].[Na+].[F:31][C:32]1[CH:37]=[C:36]([F:38])[CH:35]=[CH:34][C:33]=1B(O)O. (3) Given the product [C:16]([O:15][C:13]([N:8]1[CH2:9][C@@H:10]([CH3:12])[CH2:11][C@H:7]1[C:4]1[NH:5][C:6]2[CH:57]=[CH:58][C:48]([C:45]3[CH:46]=[CH:47][C:42]([C:40]#[C:41][C:35]4[N:34]=[C:33]([C@@H:23]5[CH2:22][C@H:21]([CH3:20])[CH2:25][N:24]5[C:26]([O:28][C:29]([CH3:32])([CH3:30])[CH3:31])=[O:27])[NH:37][CH:36]=4)=[CH:43][CH:44]=3)=[CH:49][C:2]=2[N:3]=1)=[O:14])([CH3:19])([CH3:18])[CH3:17], predict the reactants needed to synthesize it. The reactants are: I[C:2]1[N:3]=[C:4]([C@@H:7]2[CH2:11][C@H:10]([CH3:12])[CH2:9][N:8]2[C:13]([O:15][C:16]([CH3:19])([CH3:18])[CH3:17])=[O:14])[NH:5][CH:6]=1.[CH3:20][C@@H:21]1[CH2:25][N:24]([C:26]([O:28][C:29]([CH3:32])([CH3:31])[CH3:30])=[O:27])[C@H:23]([C:33]2[NH:37][C:36]3C=C[C:40]([C:42]4[CH:47]=[CH:46][C:45]([C:48]#[C:49][Si](C)(C)C)=[CH:44][CH:43]=4)=[CH:41][C:35]=3[N:34]=2)[CH2:22]1.C(Cl)Cl.[CH2:57]1CCN2C(=NCCC2)C[CH2:58]1.O. (4) Given the product [F:26][C:20]1[C:21]([F:25])=[CH:22][CH:23]=[CH:24][C:19]=1[CH2:18][S:17][C:4]1[N:3]=[C:2]([NH:10][C@H:9]([CH3:12])[CH2:8][OH:16])[C:11]2[N:10]=[C:9]([C:12]([F:14])([F:15])[F:13])[C:8](=[O:16])[NH:7][C:6]=2[N:5]=1, predict the reactants needed to synthesize it. The reactants are: Br[C:2]1[C:11]2[N:10]=[C:9]([C:12]([F:15])([F:14])[F:13])[C:8](=[O:16])[NH:7][C:6]=2[N:5]=[C:4]([S:17][CH2:18][C:19]2[CH:24]=[CH:23][CH:22]=[C:21]([F:25])[C:20]=2[F:26])[N:3]=1. (5) Given the product [NH2:26][C:8]1[CH:9]=[CH:10][C:11]([NH:14][C:15](=[O:25])[C:16]([F:23])([F:24])[C:17]2[CH:22]=[CH:21][CH:20]=[CH:19][CH:18]=2)=[C:12]([F:13])[C:7]=1[CH2:6][CH2:5][OH:4], predict the reactants needed to synthesize it. The reactants are: C([O:4][CH2:5][CH2:6][C:7]1[C:12]([F:13])=[C:11]([NH:14][C:15](=[O:25])[C:16]([F:24])([F:23])[C:17]2[CH:22]=[CH:21][CH:20]=[CH:19][CH:18]=2)[CH:10]=[CH:9][C:8]=1[NH2:26])(=O)C.C([O-])([O-])=O.[K+].[K+].Cl. (6) Given the product [Cl:1][C:2]1[CH:3]=[CH:4][C:5]([F:28])=[C:6]([C:8]2[O:12][N:11]=[C:10]([CH2:13][S:14][C:15]3[N:19]([CH2:20][CH2:21][F:35])[C:18]([C:23]4[S:24][CH:25]=[CH:26][CH:27]=4)=[N:17][N:16]=3)[N:9]=2)[CH:7]=1, predict the reactants needed to synthesize it. The reactants are: [Cl:1][C:2]1[CH:3]=[CH:4][C:5]([F:28])=[C:6]([C:8]2[O:12][N:11]=[C:10]([CH2:13][S:14][C:15]3[N:19]([CH2:20][CH2:21]O)[C:18]([C:23]4[S:24][CH:25]=[CH:26][CH:27]=4)=[N:17][N:16]=3)[N:9]=2)[CH:7]=1.CCN(S(F)(F)[F:35])CC. (7) Given the product [CH3:19][CH:20]([CH3:24])[CH2:21][CH2:22][O:16][C:15]([CH:10]1[CH2:11][CH2:12][CH2:13][CH2:14][C:9]1([C:1](=[O:8])[C:2]1[CH:3]=[CH:4][CH:5]=[CH:6][CH:7]=1)[OH:18])=[O:17], predict the reactants needed to synthesize it. The reactants are: [C:1]([C:9]1([OH:18])[CH2:14][CH2:13][CH2:12][CH2:11][CH:10]1[C:15]([OH:17])=[O:16])(=[O:8])[C:2]1[CH:7]=[CH:6][CH:5]=[CH:4][CH:3]=1.[CH3:19][CH:20]([CH3:24])[CH2:21][CH2:22]O.OS(O)(=O)=O.O.